Dataset: Reaction yield outcomes from USPTO patents with 853,638 reactions. Task: Predict the reaction yield, written as a fraction of the theoretical maximum amount of product (1.0 means a 100% yield; for example, 0.34 means a 34% yield). (1) The reactants are [Cl:1][C:2]1[C:3](F)=[N:4][C:5]([F:9])=[C:6]([F:8])[CH:7]=1.O.[NH2:12][NH2:13].C(O)CC. The catalyst is ClC. The product is [Cl:1][C:2]1[C:3]([NH:12][NH2:13])=[N:4][C:5]([F:9])=[C:6]([F:8])[CH:7]=1. The yield is 0.852. (2) No catalyst specified. The yield is 0.950. The reactants are [Br:1][C:2]1[CH:3]=[C:4]2[C:9](=[C:10]([CH3:12])[CH:11]=1)[N:8]=[CH:7][CH:6]=[C:5]2O.P(Cl)(Cl)([Cl:16])=O.[OH-].[NH4+]. The product is [Br:1][C:2]1[CH:3]=[C:4]2[C:9](=[C:10]([CH3:12])[CH:11]=1)[N:8]=[CH:7][CH:6]=[C:5]2[Cl:16]. (3) The product is [C:40]([OH:43])(=[O:42])[CH3:41].[C:1]([O:5][C:6]([N:8]1[CH2:9][CH2:10][CH:11]([N:14]2[CH2:27][C:19]3[C:20]4[CH:21]=[N:22][NH:23][C:24]=4[CH:25]=[CH:26][C:18]=3[CH2:17][C@@H:16]([NH2:28])[C:15]2=[O:39])[CH2:12][CH2:13]1)=[O:7])([CH3:4])([CH3:2])[CH3:3]. The catalyst is [Pd].CO. The reactants are [C:1]([O:5][C:6]([N:8]1[CH2:13][CH2:12][CH:11]([N:14]2[CH2:27][C:19]3[C:20]4[CH:21]=[N:22][NH:23][C:24]=4[CH:25]=[CH:26][C:18]=3[CH2:17][C@@H:16]([NH:28]C(OCC3C=CC=CC=3)=O)[C:15]2=[O:39])[CH2:10][CH2:9]1)=[O:7])([CH3:4])([CH3:3])[CH3:2].[C:40]([OH:43])(=[O:42])[CH3:41].[H][H]. The yield is 1.00. (4) The reactants are [CH2:1]1[CH2:5][O:4][CH2:3][CH2:2]1.[C:6]([C:8]1[CH:13]=[CH:12][C:11]([OH:14])=[CH:10][CH:9]=1)#[N:7].C(O[CH2:18][CH3:19])C. The product is [C:6]([C:8]1[CH:13]=[CH:12][C:11]([O:14][C@H:19]2[CH:18]=[CH:5][C:1]3[C:2](=[CH:5][CH:1]=[CH:2][CH:3]=3)[C@@H:3]2[OH:4])=[CH:10][CH:9]=1)#[N:7]. The yield is 0.880. No catalyst specified. (5) The reactants are [OH:1]OS([O-])=O.[K+].[Br:7][C:8]1[CH:32]=[CH:31][C:11]([NH:12][C:13]2[C:22]3[C:17](=[CH:18][C:19]([O:25][CH2:26][CH2:27][S:28][CH2:29][CH3:30])=[C:20]([O:23][CH3:24])[CH:21]=3)[N:16]=[CH:15][N:14]=2)=[C:10]([F:33])[CH:9]=1. The catalyst is O.CO. The product is [Br:7][C:8]1[CH:32]=[CH:31][C:11]([NH:12][C:13]2[C:22]3[C:17](=[CH:18][C:19]([O:25][CH2:26][CH2:27][S:28]([CH2:29][CH3:30])=[O:1])=[C:20]([O:23][CH3:24])[CH:21]=3)[N:16]=[CH:15][N:14]=2)=[C:10]([F:33])[CH:9]=1. The yield is 0.310. (6) The reactants are [Si:1]([O:8][C@@H:9]([C@H:16]1[CH2:20][O:19][C:18]([CH3:22])([CH3:21])[N:17]1[C:23]([O:25][C:26]([CH3:29])([CH3:28])[CH3:27])=[O:24])[C@@H:10]([CH:13]1[CH2:15][CH2:14]1)[CH2:11]O)([C:4]([CH3:7])([CH3:6])[CH3:5])([CH3:3])[CH3:2].C1C=CC(P(C2C=CC=CC=2)C2C=CC=CC=2)=CC=1.N(C(OC(C)C)=O)=NC(OC(C)C)=O.N#N.C1C=CC(OP(OC2C=CC=CC=2)([N:74]=[N+:75]=[N-:76])=O)=CC=1. The catalyst is C1COCC1. The product is [N:74]([CH2:11][C@H:10]([CH:13]1[CH2:15][CH2:14]1)[C@H:9]([C@H:16]1[CH2:20][O:19][C:18]([CH3:22])([CH3:21])[N:17]1[C:23]([O:25][C:26]([CH3:29])([CH3:28])[CH3:27])=[O:24])[O:8][Si:1]([C:4]([CH3:7])([CH3:6])[CH3:5])([CH3:3])[CH3:2])=[N+:75]=[N-:76]. The yield is 0.860. (7) The reactants are [F:1][CH:2]([F:37])[C:3]1[N:7]([C:8]2[N:13]=[C:12]([N:14]3[CH2:19][CH2:18][O:17][CH2:16][CH2:15]3)[N:11]=[C:10]([N:20]([CH:27]3[CH2:32][CH2:31][NH:30][CH2:29][CH2:28]3)[CH2:21][CH2:22][CH2:23][N:24]([CH3:26])[CH3:25])[N:9]=2)[C:6]2[CH:33]=[CH:34][CH:35]=[CH:36][C:5]=2[N:4]=1.[CH3:38][S:39](Cl)(=[O:41])=[O:40]. No catalyst specified. The product is [F:37][CH:2]([F:1])[C:3]1[N:7]([C:8]2[N:13]=[C:12]([N:14]3[CH2:15][CH2:16][O:17][CH2:18][CH2:19]3)[N:11]=[C:10]([N:20]([CH:27]3[CH2:32][CH2:31][N:30]([S:39]([CH3:38])(=[O:41])=[O:40])[CH2:29][CH2:28]3)[CH2:21][CH2:22][CH2:23][N:24]([CH3:26])[CH3:25])[N:9]=2)[C:6]2[CH:33]=[CH:34][CH:35]=[CH:36][C:5]=2[N:4]=1. The yield is 0.900. (8) The product is [Cl:1][C:2]1[CH:3]=[C:4]([C:8]2[N:9]=[CH:10][N:11]([C:14]3[C:19]([CH3:20])=[CH:18][CH:17]=[CH:16][C:15]=3[CH3:21])[CH:12]=2)[CH:5]=[CH:6][CH:7]=1. The catalyst is CN(C=O)C.[Cu]I. The yield is 0.220. The reactants are [Cl:1][C:2]1[CH:3]=[C:4]([C:8]2[N:9]=[CH:10][NH:11][CH:12]=2)[CH:5]=[CH:6][CH:7]=1.I[C:14]1[C:19]([CH3:20])=[CH:18][CH:17]=[CH:16][C:15]=1[CH3:21].CN(C)CCN.C(=O)([O-])[O-].[Cs+].[Cs+]. (9) The reactants are Cl[C:2]1[N:7]=[C:6]([O:8][CH2:9][C:10]([F:13])([F:12])[F:11])[N:5]=[C:4]([NH:14][C:15]2[CH:24]=[CH:23][C:18]([C:19]([O:21][CH3:22])=[O:20])=[C:17]([O:25][CH2:26][CH2:27][CH2:28][Cl:29])[CH:16]=2)[N:3]=1.[NH2:30][CH2:31][CH2:32][CH2:33][CH2:34][CH2:35][CH2:36][CH2:37][CH2:38][NH:39][C:40](=[O:46])[O:41][C:42]([CH3:45])([CH3:44])[CH3:43]. The catalyst is C1COCC1.C(Cl)Cl. The product is [C:42]([O:41][C:40]([NH:39][CH2:38][CH2:37][CH2:36][CH2:35][CH2:34][CH2:33][CH2:32][CH2:31][NH:30][C:2]1[N:7]=[C:6]([O:8][CH2:9][C:10]([F:13])([F:12])[F:11])[N:5]=[C:4]([NH:14][C:15]2[CH:24]=[CH:23][C:18]([C:19]([O:21][CH3:22])=[O:20])=[C:17]([O:25][CH2:26][CH2:27][CH2:28][Cl:29])[CH:16]=2)[N:3]=1)=[O:46])([CH3:45])([CH3:44])[CH3:43]. The yield is 0.960.